From a dataset of Full USPTO retrosynthesis dataset with 1.9M reactions from patents (1976-2016). Predict the reactants needed to synthesize the given product. (1) Given the product [CH2:26]([O:28][C:29]([C:31]1([C:36]2[CH:37]=[C:38]([C:2]3[CH:7]=[CH:6][C:5]([C:8]4[N:9]=[N:10][N:11]([CH3:25])[C:12]=4[NH:13][C:14]([O:15][C@@H:16]([C:18]4[CH:23]=[CH:22][CH:21]=[CH:20][CH:19]=4)[CH3:17])=[O:24])=[CH:4][CH:3]=3)[CH:39]=[CH:40][CH:41]=2)[CH2:32][CH2:33]1)=[O:30])[CH3:27], predict the reactants needed to synthesize it. The reactants are: Br[C:2]1[CH:7]=[CH:6][C:5]([C:8]2[N:9]=[N:10][N:11]([CH3:25])[C:12]=2[NH:13][C:14](=[O:24])[O:15][C@@H:16]([C:18]2[CH:23]=[CH:22][CH:21]=[CH:20][CH:19]=2)[CH3:17])=[CH:4][CH:3]=1.[CH2:26]([O:28][C:29]([C:31]1([C:36]2[CH:41]=[CH:40][CH:39]=[C:38](B3OC(C)(C)C(C)(C)O3)[CH:37]=2)[CH2:33][CH:32]1CC)=[O:30])[CH3:27].C1(P(C2CCCCC2)C2C=CC=CC=2C2C(OC)=CC=CC=2OC)CCCCC1.[O-]P([O-])([O-])=O.[K+].[K+].[K+]. (2) The reactants are: O[C:2]1[CH:7]=[CH:6][C:5]([CH3:8])=[CH:4][C:3]=1[NH:9][C:10]([C:12]1[C:24]([O:25][CH3:26])=[CH:23][C:22]2[C:21]3[C:16](=[CH:17][C:18]([C:27]([NH:29][C:30]4[CH:35]=[C:34]([CH3:36])[CH:33]=[CH:32][C:31]=4[OH:37])=O)=[CH:19][CH:20]=3)[C:15]([CH2:41][CH2:42][CH3:43])([CH2:38][CH2:39][CH3:40])[C:14]=2[CH:13]=1)=[O:11].B(O)(O)O. Given the product [CH3:8][C:5]1[CH:6]=[CH:7][C:2]2[O:11][C:10]([C:12]3[C:24]([O:25][CH3:26])=[CH:23][C:22]4[C:21]5[C:16](=[CH:17][C:18]([C:27]6[O:37][C:31]7[CH:32]=[CH:33][C:34]([CH3:36])=[CH:35][C:30]=7[N:29]=6)=[CH:19][CH:20]=5)[C:15]([CH2:41][CH2:42][CH3:43])([CH2:38][CH2:39][CH3:40])[C:14]=4[CH:13]=3)=[N:9][C:3]=2[CH:4]=1, predict the reactants needed to synthesize it. (3) Given the product [F:42][C:43]([F:49])([F:48])[CH2:44][C:45]([NH:30][C:3]1[C:4]([NH:8][CH2:9][CH:10]2[CH2:29][CH2:28][C:13]3([C:21]4[C:16](=[CH:17][CH:18]=[CH:19][CH:20]=4)[N:15]([C:22](=[O:27])[C:23]([F:26])([F:25])[F:24])[CH2:14]3)[CH2:12][CH2:11]2)=[N:5][CH:6]=[CH:7][C:2]=1[CH3:1])=[O:46], predict the reactants needed to synthesize it. The reactants are: [CH3:1][C:2]1[CH:7]=[CH:6][N:5]=[C:4]([NH:8][CH2:9][CH:10]2[CH2:29][CH2:28][C:13]3([C:21]4[C:16](=[CH:17][CH:18]=[CH:19][CH:20]=4)[N:15]([C:22](=[O:27])[C:23]([F:26])([F:25])[F:24])[CH2:14]3)[CH2:12][CH2:11]2)[C:3]=1[NH2:30].O.ON1C2C=CC=CC=2N=N1.[F:42][C:43]([F:49])([F:48])[CH2:44][C:45](O)=[O:46].Cl.CN(C)CCCN=C=NCC.CCN=C=NCCCN(C)C.